From a dataset of Catalyst prediction with 721,799 reactions and 888 catalyst types from USPTO. Predict which catalyst facilitates the given reaction. Reactant: [H-].[Al+3].[Li+].[H-].[H-].[H-].[CH3:7][C:8]1[CH:19]=[CH:18][C:11]([CH2:12][C@@H:13]([C:15](O)=[O:16])[NH2:14])=[CH:10][CH:9]=1.O.[OH-].[Na+]. Product: [NH2:14][C@@H:13]([CH2:12][C:11]1[CH:10]=[CH:9][C:8]([CH3:7])=[CH:19][CH:18]=1)[CH2:15][OH:16]. The catalyst class is: 1.